This data is from NCI-60 drug combinations with 297,098 pairs across 59 cell lines. The task is: Regression. Given two drug SMILES strings and cell line genomic features, predict the synergy score measuring deviation from expected non-interaction effect. (1) Drug 1: CCCCCOC(=O)NC1=NC(=O)N(C=C1F)C2C(C(C(O2)C)O)O. Drug 2: CC1C(C(CC(O1)OC2CC(CC3=C2C(=C4C(=C3O)C(=O)C5=C(C4=O)C(=CC=C5)OC)O)(C(=O)CO)O)N)O.Cl. Cell line: SK-OV-3. Synergy scores: CSS=12.8, Synergy_ZIP=-0.679, Synergy_Bliss=-1.63, Synergy_Loewe=-18.9, Synergy_HSA=-2.53. (2) Drug 1: CN(C)N=NC1=C(NC=N1)C(=O)N. Drug 2: C1=NC2=C(N=C(N=C2N1C3C(C(C(O3)CO)O)F)Cl)N. Cell line: BT-549. Synergy scores: CSS=18.9, Synergy_ZIP=-3.58, Synergy_Bliss=-6.00, Synergy_Loewe=-43.9, Synergy_HSA=-6.84. (3) Drug 1: CN1C(=O)N2C=NC(=C2N=N1)C(=O)N. Drug 2: CC1CCC2CC(C(=CC=CC=CC(CC(C(=O)C(C(C(=CC(C(=O)CC(OC(=O)C3CCCCN3C(=O)C(=O)C1(O2)O)C(C)CC4CCC(C(C4)OC)OCCO)C)C)O)OC)C)C)C)OC. Cell line: A549. Synergy scores: CSS=1.71, Synergy_ZIP=0.438, Synergy_Bliss=0.834, Synergy_Loewe=-18.0, Synergy_HSA=-4.06.